Dataset: Forward reaction prediction with 1.9M reactions from USPTO patents (1976-2016). Task: Predict the product of the given reaction. (1) Given the reactants Br[C:2]1[N:7]=[C:6]([C:8]([OH:10])=[O:9])[CH:5]=[CH:4][C:3]=1[F:11].[F:12][C:13]1[CH:14]=[C:15]([CH:18]=[CH:19][C:20]=1B1OC(C)(C)C(C)(C)O1)[C:16]#[N:17], predict the reaction product. The product is: [C:16]([C:15]1[CH:18]=[CH:19][C:20]([C:2]2[N:7]=[C:6]([C:8]([OH:10])=[O:9])[CH:5]=[CH:4][C:3]=2[F:11])=[C:13]([F:12])[CH:14]=1)#[N:17]. (2) Given the reactants [NH2:1][CH2:2][C:3]1[O:4][CH:5]=[C:6]([OH:10])[C:7](=[O:9])[CH:8]=1.CO[CH:13]=[C:14]1[C:23]2[C:18](=[CH:19][CH:20]=[C:21]([N:24]3[CH:28]=[CH:27][CH:26]=[CH:25]3)[CH:22]=2)[C:17](=[O:29])[NH:16][C:15]1=[O:30], predict the reaction product. The product is: [OH:10][C:6]1[C:7](=[O:9])[CH:8]=[C:3]([CH2:2][NH:1][CH:13]=[C:14]2[C:23]3[C:18](=[CH:19][CH:20]=[C:21]([N:24]4[CH:28]=[CH:27][CH:26]=[CH:25]4)[CH:22]=3)[C:17](=[O:29])[NH:16][C:15]2=[O:30])[O:4][CH:5]=1.